From a dataset of Catalyst prediction with 721,799 reactions and 888 catalyst types from USPTO. Predict which catalyst facilitates the given reaction. Reactant: [F:1][C:2]1[CH:7]=[C:6]([C:8]([F:11])([F:10])[F:9])[CH:5]=[CH:4][C:3]=1[CH:12]=[CH:13][C:14]1[O:15][CH:16]=[C:17]([CH2:19][OH:20])[N:18]=1.CC(C)([O-])C.[Na+].Cl[C:28]1[N:29]=[N:30][C:31]([CH2:34][CH2:35][CH2:36][CH2:37][N:38]2[CH:42]=[CH:41][N:40]=[N:39]2)=[CH:32][CH:33]=1.C(OCC)(=O)C. Product: [F:1][C:2]1[CH:7]=[C:6]([C:8]([F:9])([F:10])[F:11])[CH:5]=[CH:4][C:3]=1[CH:12]=[CH:13][C:14]1[O:15][CH:16]=[C:17]([CH2:19][O:20][C:28]2[N:29]=[N:30][C:31]([CH2:34][CH2:35][CH2:36][CH2:37][N:38]3[CH:42]=[CH:41][N:40]=[N:39]3)=[CH:32][CH:33]=2)[N:18]=1. The catalyst class is: 7.